From a dataset of Forward reaction prediction with 1.9M reactions from USPTO patents (1976-2016). Predict the product of the given reaction. (1) The product is: [N:1]([CH2:4][C@@H:5]1[CH2:10][N:9]([C:11]([O:13][C:14]([CH3:17])([CH3:16])[CH3:15])=[O:12])[C:8]2[CH:18]=[CH:19][CH:20]=[C:21]([C:28]3[CH:29]=[C:24]([Cl:23])[CH:25]=[CH:26][C:27]=3[Cl:30])[C:7]=2[O:6]1)=[N+:2]=[N-:3]. Given the reactants [N:1]([CH2:4][C@@H:5]1[CH2:10][N:9]([C:11]([O:13][C:14]([CH3:17])([CH3:16])[CH3:15])=[O:12])[C:8]2[CH:18]=[CH:19][CH:20]=[C:21](Br)[C:7]=2[O:6]1)=[N+:2]=[N-:3].[Cl:23][C:24]1[CH:29]=[CH:28][C:27]([Cl:30])=[CH:26][C:25]=1B(O)O.C(=O)([O-])[O-].[Na+].[Na+], predict the reaction product. (2) Given the reactants [CH3:1][NH:2][CH2:3][CH2:4][C:5]([O:7][C:8]([CH3:11])([CH3:10])[CH3:9])=[O:6].[Cl:12][C:13]1[C:18]([Cl:19])=[CH:17][CH:16]=[CH:15][C:14]=1[S:20](Cl)(=[O:22])=[O:21].C(N(CC)CC)C, predict the reaction product. The product is: [Cl:12][C:13]1[C:18]([Cl:19])=[CH:17][CH:16]=[CH:15][C:14]=1[S:20]([CH2:1][NH:2][CH2:3][CH2:4][C:5]([O:7][C:8]([CH3:11])([CH3:10])[CH3:9])=[O:6])(=[O:22])=[O:21]. (3) Given the reactants [NH2:1][C:2]1[CH:7]=[CH:6][C:5]([CH2:8][C:9](O)=[O:10])=[CH:4][C:3]=1[Br:12].C[Si]([CH:17]=[N+:18]=[N-])(C)C.C(OCC)C, predict the reaction product. The product is: [NH2:1][C:2]1[CH:7]=[CH:6][C:5]([CH2:8][C:9]([NH:18][CH3:17])=[O:10])=[CH:4][C:3]=1[Br:12]. (4) The product is: [Cl:1][C:2]1[C:7]2[O:8][CH2:9][CH2:10][N:11]([CH2:22][C:23]3[CH:24]=[CH:25][C:26]([CH2:27][N:28]4[CH:32]=[C:31]([CH3:33])[CH:30]=[N:29]4)=[CH:34][CH:35]=3)[C:6]=2[N:5]=[CH:4][N:3]=1. Given the reactants [Cl:1][C:2]1[C:7]2[O:8][CH2:9][CH2:10][NH:11][C:6]=2[N:5]=[CH:4][N:3]=1.C(N(C(C)C)CC)(C)C.Br[CH2:22][C:23]1[CH:35]=[CH:34][C:26]([CH2:27][N:28]2[CH:32]=[C:31]([CH3:33])[CH:30]=[N:29]2)=[CH:25][CH:24]=1, predict the reaction product. (5) Given the reactants [F:1][C:2]([F:30])([F:29])[C:3]1[CH:28]=[CH:27][C:6]([O:7][C:8]2[CH:13]=[CH:12][CH:11]=[CH:10][C:9]=2[NH:14][S:15]([C:18]2[CH:26]=[CH:25][C:21]([C:22](O)=[O:23])=[CH:20][CH:19]=2)(=[O:17])=[O:16])=[CH:5][CH:4]=1.[N:31]1([CH2:37][CH2:38][CH2:39][NH2:40])[CH2:36][CH2:35][CH2:34][CH2:33][CH2:32]1, predict the reaction product. The product is: [N:31]1([CH2:37][CH2:38][CH2:39][NH:40][C:22](=[O:23])[C:21]2[CH:25]=[CH:26][C:18]([S:15](=[O:17])(=[O:16])[NH:14][C:9]3[CH:10]=[CH:11][CH:12]=[CH:13][C:8]=3[O:7][C:6]3[CH:27]=[CH:28][C:3]([C:2]([F:1])([F:29])[F:30])=[CH:4][CH:5]=3)=[CH:19][CH:20]=2)[CH2:36][CH2:35][CH2:34][CH2:33][CH2:32]1. (6) Given the reactants [C:1]([O:5][C:6]([N:8]([CH2:21][CH:22]1[CH2:27][CH2:26][N:25]([C:28]2[NH:32][C:31]3[CH:33]=[C:34]([C:37]([O:39]C)=[O:38])[CH:35]=[CH:36][C:30]=3[N:29]=2)[CH2:24][CH:23]1[C:41]1[CH:46]=[CH:45][CH:44]=[C:43]([F:47])[CH:42]=1)[C@@H:9]([C:11]1[C:20]2[C:15](=[CH:16][CH:17]=[CH:18][CH:19]=2)[CH:14]=[CH:13][CH:12]=1)[CH3:10])=[O:7])([CH3:4])([CH3:3])[CH3:2].[OH-].[Na+].Cl, predict the reaction product. The product is: [C:1]([O:5][C:6]([N:8]([CH2:21][CH:22]1[CH2:27][CH2:26][N:25]([C:28]2[NH:32][C:31]3[CH:33]=[C:34]([C:37]([OH:39])=[O:38])[CH:35]=[CH:36][C:30]=3[N:29]=2)[CH2:24][CH:23]1[C:41]1[CH:46]=[CH:45][CH:44]=[C:43]([F:47])[CH:42]=1)[C@@H:9]([C:11]1[C:20]2[C:15](=[CH:16][CH:17]=[CH:18][CH:19]=2)[CH:14]=[CH:13][CH:12]=1)[CH3:10])=[O:7])([CH3:2])([CH3:3])[CH3:4]. (7) Given the reactants [F:1][C:2]1([F:30])[CH:7]([C:8]2[CH:13]=[CH:12][C:11]([O:14]C)=[CH:10][CH:9]=2)[CH2:6][CH2:5][N:4]([CH:16]2[CH2:20][CH2:19][N:18]([CH2:21][C:22]3[CH:27]=[CH:26][C:25]([CH3:28])=[CH:24][CH:23]=3)[C:17]2=[O:29])[CH2:3]1.B(Br)(Br)Br, predict the reaction product. The product is: [F:30][C:2]1([F:1])[CH:7]([C:8]2[CH:13]=[CH:12][C:11]([OH:14])=[CH:10][CH:9]=2)[CH2:6][CH2:5][N:4]([CH:16]2[CH2:20][CH2:19][N:18]([CH2:21][C:22]3[CH:23]=[CH:24][C:25]([CH3:28])=[CH:26][CH:27]=3)[C:17]2=[O:29])[CH2:3]1. (8) Given the reactants [CH2:1]([O:3][C:4]([C:6]1(O)[CH2:10][N:9]([C:11]2[CH:16]=[CH:15][C:14]([Cl:17])=[CH:13][CH:12]=2)[C:8]([C:18]2[CH:23]=[CH:22][C:21]([Cl:24])=[CH:20][C:19]=2[Cl:25])=[N:7]1)=[O:5])[CH3:2].O.C1(C)C=CC(S(O)(=O)=O)=CC=1, predict the reaction product. The product is: [CH2:1]([O:3][C:4]([C:6]1[N:7]=[C:8]([C:18]2[CH:23]=[CH:22][C:21]([Cl:24])=[CH:20][C:19]=2[Cl:25])[N:9]([C:11]2[CH:12]=[CH:13][C:14]([Cl:17])=[CH:15][CH:16]=2)[CH:10]=1)=[O:5])[CH3:2]. (9) The product is: [F:26][C:21]1[C:22]([C:40]([O:36][CH2:34][CH3:35])=[O:41])=[N:23][CH:24]=[C:19]([OH:18])[CH:20]=1. Given the reactants [Si]([O:18][C:19]1[CH:20]=[C:21]([F:26])[C:22](Cl)=[N:23][CH:24]=1)(C(C)(C)C)(C1C=CC=CC=1)C1C=CC=CC=1.C(N(CC)CC)C.[CH2:34]([OH:36])[CH3:35].CN([CH:40]=[O:41])C, predict the reaction product.